Dataset: Reaction yield outcomes from USPTO patents with 853,638 reactions. Task: Predict the reaction yield, written as a fraction of the theoretical maximum amount of product (1.0 means a 100% yield; for example, 0.34 means a 34% yield). (1) The reactants are CC1(C)[O:9][C:8](=[O:10])[C:5]2([CH2:7][CH2:6]2)[C:4](=[O:11])O1.[Cl:13][C:14]1[CH:20]=[CH:19][C:17]([NH2:18])=[CH:16][CH:15]=1. The catalyst is C(O)C. The product is [Cl:13][C:14]1[CH:20]=[CH:19][C:17]([N:18]2[CH2:6][CH2:7][CH:5]([C:8]([OH:9])=[O:10])[C:4]2=[O:11])=[CH:16][CH:15]=1. The yield is 0.670. (2) The reactants are [C:1]1([Li])C=CC=CC=1.[I-].C[P+](C1C=CC=CC=1)(C1C=CC=CC=1)C1C=CC=CC=1.[CH2:29]([O:31][C:32](=[O:54])[C:33]([CH3:53])([CH3:52])[CH2:34][CH2:35][CH2:36][CH2:37][C:38](=O)[CH2:39][CH2:40][CH2:41][CH2:42][C:43]([CH3:50])([CH3:49])[C:44]([O:46][CH2:47][CH3:48])=[O:45])[CH3:30]. The catalyst is C1COCC1. The product is [CH2:29]([O:31][C:32](=[O:54])[C:33]([CH3:53])([CH3:52])[CH2:34][CH2:35][CH2:36][CH2:37][C:38](=[CH2:1])[CH2:39][CH2:40][CH2:41][CH2:42][C:43]([CH3:50])([CH3:49])[C:44]([O:46][CH2:47][CH3:48])=[O:45])[CH3:30]. The yield is 0.470. (3) The reactants are [CH:1]1([CH2:4][NH:5][C:6](=[O:43])[C:7]2[CH:12]=[C:11]([C:13]3[CH:14]=[C:15]4[C:19](=[CH:20][CH:21]=3)[N:18](C3CCCCO3)[N:17]=[C:16]4[C:28]3[NH:42][C:31]4[CH:32]=[N:33][CH:34]=[C:35]([C:36]5[CH:37]=[N:38][CH:39]=[CH:40][CH:41]=5)[C:30]=4[N:29]=3)[CH:10]=[N:9][CH:8]=2)[CH2:3][CH2:2]1.[SiH](CC)(CC)CC.C(O)(C(F)(F)F)=O. The catalyst is C(Cl)Cl. The product is [CH:1]1([CH2:4][NH:5][C:6](=[O:43])[C:7]2[CH:12]=[C:11]([C:13]3[CH:14]=[C:15]4[C:19](=[CH:20][CH:21]=3)[NH:18][N:17]=[C:16]4[C:28]3[NH:42][C:31]4[CH:32]=[N:33][CH:34]=[C:35]([C:36]5[CH:37]=[N:38][CH:39]=[CH:40][CH:41]=5)[C:30]=4[N:29]=3)[CH:10]=[N:9][CH:8]=2)[CH2:3][CH2:2]1. The yield is 0.440. (4) The reactants are [CH3:1][C:2]1[NH:3][C:4]2[C:9]([C:10]=1[CH:11]=O)=[CH:8][CH:7]=[CH:6][CH:5]=2.[CH3:13][NH2:14].[BH4-].[Na+]. The catalyst is CO. The product is [CH3:1][C:2]1[NH:3][C:4]2[C:9]([C:10]=1[CH2:11][NH:14][CH3:13])=[CH:8][CH:7]=[CH:6][CH:5]=2. The yield is 0.630. (5) The reactants are [Cl:1][C:2]1[CH:3]=[C:4](/[CH:9]=[CH:10]/[C:11]([N:13]2[CH2:18][CH2:17][N:16]([CH2:19][CH2:20][C:21](O)=[O:22])[C:15](=[O:24])[C@@H:14]2[CH3:25])=[O:12])[CH:5]=[CH:6][C:7]=1[F:8].Cl.[CH2:27]1[C:29]2([CH2:34][CH2:33][NH:32][CH2:31][C@H:30]2[OH:35])[CH2:28]1.CN1CCOCC1.F[P-](F)(F)(F)(F)F.N1(OC(N(C)C)=[N+](C)C)C2N=CC=CC=2N=N1. The catalyst is CN(C)C=O. The product is [Cl:1][C:2]1[CH:3]=[C:4](/[CH:9]=[CH:10]/[C:11]([N:13]2[CH2:18][CH2:17][N:16]([CH2:19][CH2:20][C:21]([N:32]3[CH2:33][CH2:34][C:29]4([CH2:27][CH2:28]4)[C@H:30]([OH:35])[CH2:31]3)=[O:22])[C:15](=[O:24])[C@@H:14]2[CH3:25])=[O:12])[CH:5]=[CH:6][C:7]=1[F:8]. The yield is 0.540.